This data is from Peptide-MHC class I binding affinity with 185,985 pairs from IEDB/IMGT. The task is: Regression. Given a peptide amino acid sequence and an MHC pseudo amino acid sequence, predict their binding affinity value. This is MHC class I binding data. The peptide sequence is AQRAAGPSV. The MHC is HLA-A66:01 with pseudo-sequence HLA-A66:01. The binding affinity (normalized) is 0.213.